Dataset: Forward reaction prediction with 1.9M reactions from USPTO patents (1976-2016). Task: Predict the product of the given reaction. (1) The product is: [CH2:3]([N:10]1[CH2:11][CH2:12][CH:13]([C:16]2[CH:17]=[CH:18][C:19]([Br:22])=[CH:20][CH:21]=2)[CH:14]([OH:29])[CH2:15]1)[C:4]1[CH:5]=[CH:6][CH:7]=[CH:8][CH:9]=1. Given the reactants [BH4-].[Na+].[CH2:3]([N:10]1[CH2:15][CH:14]=[C:13]([C:16]2[CH:21]=[CH:20][C:19]([Br:22])=[CH:18][CH:17]=2)[CH2:12][CH2:11]1)[C:4]1[CH:9]=[CH:8][CH:7]=[CH:6][CH:5]=1.B(F)(F)F.CC[O:29]CC.[OH-].[K+].OO, predict the reaction product. (2) Given the reactants [NH:1]1[C:5]2[CH:6]=[CH:7][CH:8]=[CH:9][C:4]=2[N:3]=[C:2]1[NH:10][C:11]1[C:16]([Cl:17])=[CH:15][CH:14]=[CH:13][C:12]=1[Cl:18].[H-].[Na+].[CH:21]1(Br)[CH2:23][CH2:22]1, predict the reaction product. The product is: [CH2:23]([N:10]([C:2]1[NH:3][C:4]2[CH:9]=[CH:8][CH:7]=[CH:6][C:5]=2[N:1]=1)[C:11]1[C:16]([Cl:17])=[CH:15][CH:14]=[CH:13][C:12]=1[Cl:18])[CH:21]=[CH2:22].